From a dataset of Reaction yield outcomes from USPTO patents with 853,638 reactions. Predict the reaction yield, written as a fraction of the theoretical maximum amount of product (1.0 means a 100% yield; for example, 0.34 means a 34% yield). (1) The yield is 0.790. The product is [N:10]1[C:11]2[C:16](=[CH:15][CH:14]=[CH:13][CH:12]=2)[C:7]([C:5]([NH:4][CH2:3][C:2]([N:17]2[CH2:21][CH2:20][CH2:19][C@H:18]2[B:22]([OH:26])[OH:23])=[O:1])=[O:6])=[CH:8][CH:9]=1. The catalyst is O. The reactants are [O:1]=[C:2]([N:17]1[CH2:21][CH2:20][CH2:19][C@H:18]1[B:22]1[O:26][C@@H]2CC3CC([C@]2(C)[O:23]1)C3(C)C)[CH2:3][NH:4][C:5]([C:7]1[C:16]2[C:11](=[CH:12][CH:13]=[CH:14][CH:15]=2)[N:10]=[CH:9][CH:8]=1)=[O:6].Cl.C1(OB(O)O)C=CC=CC=1.COC(C)(C)C. (2) The reactants are [F:1][C:2]1[CH:3]=[CH:4][C:5]([C:21]([F:24])([F:23])[F:22])=[C:6]([CH:20]=1)[C:7]([N:9]1[CH2:14][CH2:13][N:12]([C:15](=[O:19])[C:16](Cl)=[O:17])[CH2:11][CH2:10]1)=[O:8].Cl.N1(C=O)CCNCC1.FC1C=CC(C(F)(F)F)=C(C=1)C(O)=O.[NH2:48][C:49]1[CH:50]=[C:51]([CH:56]=[CH:57][CH:58]=1)[C:52]([NH:54][CH3:55])=[O:53].CCN(CC)CC. The catalyst is C(Cl)Cl. The product is [F:1][C:2]1[CH:3]=[CH:4][C:5]([C:21]([F:24])([F:23])[F:22])=[C:6]([CH:20]=1)[C:7]([N:9]1[CH2:14][CH2:13][N:12]([C:15](=[O:19])[C:16]([NH:48][C:49]2[CH:50]=[C:51]([CH:56]=[CH:57][CH:58]=2)[C:52]([NH:54][CH3:55])=[O:53])=[O:17])[CH2:11][CH2:10]1)=[O:8]. The yield is 0.511.